From a dataset of Reaction yield outcomes from USPTO patents with 853,638 reactions. Predict the reaction yield, written as a fraction of the theoretical maximum amount of product (1.0 means a 100% yield; for example, 0.34 means a 34% yield). (1) The reactants are [CH3:1][O:2][C:3]1[CH:11]=[CH:10][C:6]([C:7]([OH:9])=[O:8])=[CH:5][C:4]=1[N+:12]([O-:14])=[O:13].C(=O)([O-])[O-].[Cs+].[Cs+].[CH2:21](Br)[C:22]1[CH:27]=[CH:26][CH:25]=[CH:24][CH:23]=1.Cl. The catalyst is CN(C=O)C. The product is [CH3:1][O:2][C:3]1[CH:11]=[CH:10][C:6]([C:7]([O:9][CH2:21][C:22]2[CH:27]=[CH:26][CH:25]=[CH:24][CH:23]=2)=[O:8])=[CH:5][C:4]=1[N+:12]([O-:14])=[O:13]. The yield is 1.00. (2) The reactants are [F:1][C:2]([F:13])([F:12])[C:3]1[CH:4]=[C:5]([C:9](=O)[CH3:10])[CH:6]=[CH:7][CH:8]=1.[BH4-].[Na+].[NH3:16]. The catalyst is C(O)C. The product is [F:1][C:2]([F:13])([F:12])[C:3]1[CH:4]=[C:5]([CH:9]([NH2:16])[CH3:10])[CH:6]=[CH:7][CH:8]=1. The yield is 0.500. (3) The reactants are [OH:1][CH:2]1[C:11]2[C:6](=[CH:7][CH:8]=[C:9](B(O)O)[CH:10]=2)[O:5][C:4]([CH3:16])([CH3:15])[CH2:3]1.Br[C:18]1[C:23](=[O:24])[N:22]([CH2:25][C:26]2[CH:31]=[CH:30][C:29]([C:32]3[C:33]([C:38]#[N:39])=[CH:34][CH:35]=[CH:36][CH:37]=3)=[CH:28][CH:27]=2)[C:21]([CH2:40][CH2:41][CH3:42])=[N:20][C:19]=1[CH2:43][CH3:44]. The catalyst is O1CCOCC1.C(=O)([O-])[O-].[Cs+].[Cs+].C(OCC)(=O)C.C1C=CC(P(C2C=CC=CC=2)[C-]2C=CC=C2)=CC=1.C1C=CC(P(C2C=CC=CC=2)[C-]2C=CC=C2)=CC=1.Cl[Pd]Cl.[Fe+2]. The product is [CH2:43]([C:19]1[N:20]=[C:21]([CH2:40][CH2:41][CH3:42])[N:22]([CH2:25][C:26]2[CH:31]=[CH:30][C:29]([C:32]3[C:33]([C:38]#[N:39])=[CH:34][CH:35]=[CH:36][CH:37]=3)=[CH:28][CH:27]=2)[C:23](=[O:24])[C:18]=1[C:9]1[CH:10]=[C:11]2[C:6](=[CH:7][CH:8]=1)[O:5][C:4]([CH3:16])([CH3:15])[CH2:3][CH:2]2[OH:1])[CH3:44]. The yield is 0.820. (4) The reactants are [CH3:1][O:2][C:3]([C@@H:5]1[CH2:9][C@@H:8]([S:10]C(=O)C)[CH2:7][N:6]1[C:14]([O:16][C:17]([CH3:20])([CH3:19])[CH3:18])=[O:15])=[O:4].ClCCl.C(=O)([O-])[O-].[K+].[K+]. The catalyst is CO. The product is [CH3:1][O:2][C:3]([C@@H:5]1[CH2:9][C@@H:8]([SH:10])[CH2:7][N:6]1[C:14]([O:16][C:17]([CH3:20])([CH3:19])[CH3:18])=[O:15])=[O:4]. The yield is 0.880. (5) The reactants are [F:1][C:2]1[CH:36]=[C:35]([NH:37][C:38]([NH2:40])=[O:39])[CH:34]=[CH:33][C:3]=1[O:4][C:5]1[CH:10]=[CH:9][N:8]=[C:7]2[CH:11]=[C:12]([C:14]3[N:19]=[CH:18][C:17]([CH2:20][N:21]([CH2:29][CH2:30][O:31][CH3:32])C(=O)OC(C)(C)C)=[CH:16][CH:15]=3)[S:13][C:6]=12.C(O)(C(F)(F)F)=O. The catalyst is C(Cl)Cl. The product is [F:1][C:2]1[CH:36]=[C:35]([NH:37][C:38]([NH2:40])=[O:39])[CH:34]=[CH:33][C:3]=1[O:4][C:5]1[CH:10]=[CH:9][N:8]=[C:7]2[CH:11]=[C:12]([C:14]3[CH:15]=[CH:16][C:17]([CH2:20][NH:21][CH2:29][CH2:30][O:31][CH3:32])=[CH:18][N:19]=3)[S:13][C:6]=12. The yield is 0.940. (6) The reactants are [CH3:1][C:2]1([CH3:12])[NH:7][CH2:6][C:5]2C=CC=C[C:4]=2O1.[H-].[H-].[H-].[H-].[Li+].[Al+3].[CH2:19]1[CH2:23][O:22][CH2:21][CH2:20]1. No catalyst specified. The product is [CH:2]([NH:7][C:6]1[CH:5]=[CH:4][CH:21]=[CH:20][C:19]=1[CH2:23][OH:22])([CH3:12])[CH3:1]. The yield is 0.950. (7) The reactants are [F:1][C:2]1[CH:14]=[C:13](B2OC(C)(C)C(C)(C)O2)[C:12]([CH3:24])=[CH:11][C:3]=1[C:4]([NH:6][S:7]([CH3:10])(=[O:9])=[O:8])=[O:5].Br[C:26]1[CH:27]=[C:28]([Cl:33])[C:29]([Cl:32])=[N:30][CH:31]=1.C([O-])([O-])=O.[Na+].[Na+]. The catalyst is O1CCOCC1.C1C=CC([P]([Pd]([P](C2C=CC=CC=2)(C2C=CC=CC=2)C2C=CC=CC=2)([P](C2C=CC=CC=2)(C2C=CC=CC=2)C2C=CC=CC=2)[P](C2C=CC=CC=2)(C2C=CC=CC=2)C2C=CC=CC=2)(C2C=CC=CC=2)C2C=CC=CC=2)=CC=1. The product is [Cl:33][C:28]1[CH:27]=[C:26]([C:13]2[C:12]([CH3:24])=[CH:11][C:3]([C:4]([NH:6][S:7]([CH3:10])(=[O:8])=[O:9])=[O:5])=[C:2]([F:1])[CH:14]=2)[CH:31]=[N:30][C:29]=1[Cl:32]. The yield is 0.668. (8) The reactants are [F:1][C:2]1[CH:3]=[CH:4][CH:5]=[C:6]2[C:10]=1[NH:9][CH:8]=[C:7]2[CH:11]=O.[H-].[Al+3].[Li+].[H-].[H-].[H-]. The catalyst is C1COCC1. The yield is 0.570. The product is [F:1][C:2]1[CH:3]=[CH:4][CH:5]=[C:6]2[C:10]=1[NH:9][CH:8]=[C:7]2[CH3:11].